Dataset: Peptide-MHC class II binding affinity with 134,281 pairs from IEDB. Task: Regression. Given a peptide amino acid sequence and an MHC pseudo amino acid sequence, predict their binding affinity value. This is MHC class II binding data. (1) The MHC is HLA-DQA10102-DQB10602 with pseudo-sequence HLA-DQA10102-DQB10602. The binding affinity (normalized) is 0.250. The peptide sequence is AIVYYSMYGHIKKMA. (2) The peptide sequence is ANWIEIMRIKKLTIT. The MHC is DRB1_1101 with pseudo-sequence DRB1_1101. The binding affinity (normalized) is 0.196. (3) The peptide sequence is FAGAWCVPKVTFTVE. The MHC is HLA-DQA10201-DQB10202 with pseudo-sequence YNFHERXFATVLHILYFGLSSFAIRKARVHLETT. The binding affinity (normalized) is 0.183. (4) The peptide sequence is LSSNDLAKYKANWIE. The MHC is HLA-DQA10101-DQB10501 with pseudo-sequence HLA-DQA10101-DQB10501. The binding affinity (normalized) is 0.563. (5) The peptide sequence is PQVKYAVFEAALTKA. The MHC is HLA-DPA10301-DPB10402 with pseudo-sequence HLA-DPA10301-DPB10402. The binding affinity (normalized) is 0.413. (6) The peptide sequence is PPDAASAAPLRTITA. The MHC is DRB1_0701 with pseudo-sequence DRB1_0701. The binding affinity (normalized) is 0.0643. (7) The peptide sequence is LLTKFVAAALHNIKC. The MHC is DRB3_0101 with pseudo-sequence DRB3_0101. The binding affinity (normalized) is 0.450.